Dataset: Reaction yield outcomes from USPTO patents with 853,638 reactions. Task: Predict the reaction yield, written as a fraction of the theoretical maximum amount of product (1.0 means a 100% yield; for example, 0.34 means a 34% yield). (1) The reactants are [O:1]=[C:2]1[CH2:8][CH:7]2[N:9]([C:10]([O:12][C:13]([CH3:16])([CH3:15])[CH3:14])=[O:11])[CH:4]([CH2:5][CH2:6]2)[CH2:3]1.C([N-]C(C)C)(C)C.[Li+].C([C:27]([O:29][CH3:30])=[O:28])#N. The catalyst is O1CCCC1. The product is [O:1]=[C:2]1[CH2:3][CH:4]2[N:9]([C:10]([O:12][C:13]([CH3:16])([CH3:15])[CH3:14])=[O:11])[CH:7]([CH2:6][CH2:5]2)[CH:8]1[C:27]([O:29][CH3:30])=[O:28]. The yield is 0.880. (2) The reactants are [CH2:1]([C:3]1[CH:4]=[N:5][N:6]([CH3:17])[C:7]=1[C:8]1[CH:9]=[C:10]([C:14]([OH:16])=O)[S:11][C:12]=1[CH3:13])[CH3:2].[NH2:18][C@@H:19]([CH2:32][C:33]1[CH:38]=[CH:37][CH:36]=[CH:35][C:34]=1[C:39]([F:42])([F:41])[F:40])[CH2:20][N:21]1[C:29](=[O:30])[C:28]2[C:23](=[CH:24][CH:25]=[CH:26][CH:27]=2)[C:22]1=[O:31].C(N(C(C)C)CC)(C)C.F[P-](F)(F)(F)(F)F.Br[P+](N1CCCC1)(N1CCCC1)N1CCCC1. The catalyst is ClCCl. The product is [O:30]=[C:29]1[C:28]2[C:23](=[CH:24][CH:25]=[CH:26][CH:27]=2)[C:22](=[O:31])[N:21]1[CH2:20][C@@H:19]([NH:18][C:14]([C:10]1[S:11][C:12]([CH3:13])=[C:8]([C:7]2[N:6]([CH3:17])[N:5]=[CH:4][C:3]=2[CH2:1][CH3:2])[CH:9]=1)=[O:16])[CH2:32][C:33]1[CH:38]=[CH:37][CH:36]=[CH:35][C:34]=1[C:39]([F:41])([F:40])[F:42]. The yield is 0.820. (3) The reactants are C([O:5][P:6]([O:13][CH2:14][C:15]([NH:18][C:19]([C:21]1[CH:26]=[CH:25][C:24]([S:27][C:28]2[CH:33]=[CH:32][C:31]([NH:34]C(=O)OC(C)(C)C)=[CH:30][CH:29]=2)=[C:23]([NH:42][C:43]2[C:44]3[CH:52]=[CH:51][C:50]([CH:53]([CH3:55])[CH3:54])=[N:49][C:45]=3[N:46]=[CH:47][N:48]=2)[CH:22]=1)=[O:20])([CH3:17])[CH3:16])([O:8]C(C)(C)C)=[O:7])(C)(C)C.FC(F)(F)C(O)=O.C(=O)([O-])O.[Na+:67]. The catalyst is ClCCl. The product is [P:6]([O-:7])([O-:8])([O:13][CH2:14][C:15]([NH:18][C:19](=[O:20])[C:21]1[CH:26]=[CH:25][C:24]([S:27][C:28]2[CH:29]=[CH:30][C:31]([NH2:34])=[CH:32][CH:33]=2)=[C:23]([NH:42][C:43]2[C:44]3[CH:52]=[CH:51][C:50]([CH:53]([CH3:54])[CH3:55])=[N:49][C:45]=3[N:46]=[CH:47][N:48]=2)[CH:22]=1)([CH3:17])[CH3:16])=[O:5].[Na+:67].[Na+:67]. The yield is 0.880. (4) The yield is 0.850. The reactants are C([O:8][C:9]1[CH:14]=[CH:13][C:12]([CH:15]([CH2:21][CH:22]([CH3:24])[CH3:23])[C:16]([O:18][CH2:19][CH3:20])=[O:17])=[CH:11][CH:10]=1)C1C=CC=CC=1. The product is [OH:8][C:9]1[CH:10]=[CH:11][C:12]([CH:15]([CH2:21][CH:22]([CH3:23])[CH3:24])[C:16]([O:18][CH2:19][CH3:20])=[O:17])=[CH:13][CH:14]=1. The catalyst is CO.[Pd]. (5) The reactants are [NH2:1][C:2]1[N:6]([CH3:7])[C:5]([CH2:8][CH2:9][CH3:10])=[N:4][C:3]=1[C:11]#N.[C:13]1([CH3:21])[CH:18]=[CH:17][C:16]([Mg]Br)=[CH:15][CH:14]=1.Cl.[OH-:23].[Na+]. The catalyst is O1CCCC1. The product is [NH2:1][C:2]1[N:6]([CH3:7])[C:5]([CH2:8][CH2:9][CH3:10])=[N:4][C:3]=1[C:11]([C:16]1[CH:17]=[CH:18][C:13]([CH3:21])=[CH:14][CH:15]=1)=[O:23]. The yield is 0.350. (6) The reactants are [NH2:1][C:2]1[C:10]2[N:9]=[C:8]([CH3:11])[N:7]([CH3:12])[C:6]=2[CH:5]=[C:4]([Br:13])[CH:3]=1.[CH3:14][C:15]1[CH:22]=[CH:21][CH:20]=[C:19]([CH3:23])[C:16]=1[CH2:17]Cl.C(=O)([O-])[O-].[K+].[K+].[I-].[K+].N. The catalyst is C(#N)C. The product is [Br:13][C:4]1[CH:3]=[C:2]([NH:1][CH2:17][C:16]2[C:19]([CH3:23])=[CH:20][CH:21]=[CH:22][C:15]=2[CH3:14])[C:10]2[N:9]=[C:8]([CH3:11])[N:7]([CH3:12])[C:6]=2[CH:5]=1. The yield is 0.640. (7) The reactants are [Cl:1][C:2]1[CH:3]=[C:4]([CH:8]=[CH:9][CH:10]=1)[C:5](=[NH:7])[NH2:6].[CH:11]1([C:14](=O)[CH2:15][C:16](OCC)=[O:17])[CH2:13][CH2:12]1.C[O-].[Na+].CO. The catalyst is C(O)C. The product is [Cl:1][C:2]1[CH:3]=[C:4]([C:5]2[NH:6][C:16](=[O:17])[CH:15]=[C:14]([CH:11]3[CH2:13][CH2:12]3)[N:7]=2)[CH:8]=[CH:9][CH:10]=1. The yield is 0.310. (8) The reactants are [Br:1][C:2]1[CH:7]=[CH:6][C:5]([Br:8])=[CH:4][C:3]=1[N+:9]([O-])=O.C(=O)=O.[C:15](#N)[CH3:16].C([Mg]Br)=C.[NH4+].[Cl-].Cl. The catalyst is C1COCC1.CCOC(C)=O. The product is [Br:8][C:5]1[CH:6]=[CH:7][C:2]([Br:1])=[C:3]2[C:4]=1[CH:15]=[CH:16][NH:9]2. The yield is 0.470. (9) The reactants are [Br:1][C:2]1[C:10]2[C:5](=[N:6][CH:7]=[C:8]([CH2:11][NH:12][C:13](=[O:19])[O:14][C:15]([CH3:18])([CH3:17])[CH3:16])[N:9]=2)[NH:4][CH:3]=1.[H-].[Na+].[S:22](Cl)([C:25]1[CH:31]=[CH:30][C:28]([CH3:29])=[CH:27][CH:26]=1)(=[O:24])=[O:23]. The catalyst is CN(C=O)C. The product is [Br:1][C:2]1[C:10]2[C:5](=[N:6][CH:7]=[C:8]([CH2:11][NH:12][C:13](=[O:19])[O:14][C:15]([CH3:16])([CH3:18])[CH3:17])[N:9]=2)[N:4]([S:22]([C:25]2[CH:31]=[CH:30][C:28]([CH3:29])=[CH:27][CH:26]=2)(=[O:24])=[O:23])[CH:3]=1. The yield is 0.990. (10) The reactants are [Si:1]([O:8][C@@H:9]1[C@@:28]2([CH3:29])[C:13](=[CH:14][CH:15]=[C:16]3[C@@H:27]2[CH2:26][CH2:25][C@@:24]2([CH3:30])[C@H:17]3[CH2:18][CH:19]=[C:20]2[C@@H:21]([OH:23])[CH3:22])[CH2:12][C@@H:11]([O:31][Si:32]([C:35]([CH3:38])([CH3:37])[CH3:36])([CH3:34])[CH3:33])[CH2:10]1)([C:4]([CH3:7])([CH3:6])[CH3:5])([CH3:3])[CH3:2].C[N+]1([O-])CCOCC1. The catalyst is ClCCl.[Ru]([O-])(=O)(=O)=O.C([N+](CCCC)(CCCC)CCCC)CCC. The product is [Si:1]([O:8][C@@H:9]1[C@@:28]2([CH3:29])[C:13](=[CH:14][CH:15]=[C:16]3[C@@H:27]2[CH2:26][CH2:25][C@@:24]2([CH3:30])[C@H:17]3[CH2:18][CH:19]=[C:20]2[C:21](=[O:23])[CH3:22])[CH2:12][C@@H:11]([O:31][Si:32]([C:35]([CH3:38])([CH3:37])[CH3:36])([CH3:33])[CH3:34])[CH2:10]1)([C:4]([CH3:7])([CH3:6])[CH3:5])([CH3:3])[CH3:2]. The yield is 0.740.